The task is: Predict the product of the given reaction.. This data is from Forward reaction prediction with 1.9M reactions from USPTO patents (1976-2016). (1) The product is: [CH3:8][C:5]1[N:6]=[CH:7][C:2]2[N:3]([CH:10]=[C:11]([C:12]([O:14][CH2:15][CH3:16])=[O:13])[N:1]=2)[CH:4]=1. Given the reactants [NH2:1][C:2]1[CH:7]=[N:6][C:5]([CH3:8])=[CH:4][N:3]=1.Br[CH2:10][C:11](=O)[C:12]([O:14][CH2:15][CH3:16])=[O:13], predict the reaction product. (2) Given the reactants [OH:1][C:2]1[CH:3]=[C:4]2[C:9](=[CH:10][C:11]=1[OH:12])[O:8][CH2:7][CH2:6][C:5]2=[O:13].[C:14]([O-])([O-])=O.[K+].[K+].CI, predict the reaction product. The product is: [OH:1][C:2]1[CH:3]=[C:4]2[C:9](=[CH:10][C:11]=1[O:12][CH3:14])[O:8][CH2:7][CH2:6][C:5]2=[O:13]. (3) Given the reactants [CH2:1]([OH:9])[CH2:2][CH2:3][CH2:4][CH2:5][CH2:6][CH2:7][CH3:8].C(=O)([O-])O.[Na+].C1C(=O)N(Br)C(=O)C1, predict the reaction product. The product is: [CH:1](=[O:9])[CH2:2][CH2:3][CH2:4][CH2:5][CH2:6][CH2:7][CH3:8]. (4) Given the reactants Br[C:2]1[CH:7]=[CH:6][C:5]([O:8][CH3:9])=[C:4]([O:10][CH2:11][CH2:12][CH2:13][O:14][CH3:15])[CH:3]=1.C(O[Na])(C)(C)C.[CH3:22][C:23]1([C:26](=[O:28])[CH3:27])[CH2:25][CH2:24]1, predict the reaction product. The product is: [CH3:9][O:8][C:5]1[CH:6]=[CH:7][C:2]([CH2:27][C:26]([C:23]2([CH3:22])[CH2:25][CH2:24]2)=[O:28])=[CH:3][C:4]=1[O:10][CH2:11][CH2:12][CH2:13][O:14][CH3:15]. (5) The product is: [ClH:39].[NH2:8][CH2:9][CH2:10][O:11][C:12]1[CH:13]=[C:14]([CH:29]=[C:30]([O:32][C:33]2[CH:34]=[CH:35][CH:36]=[CH:37][CH:38]=2)[CH:31]=1)[CH2:15][O:16][C:17]1[CH:22]=[CH:21][C:20]([CH2:23][CH2:24][C:25]([OH:27])=[O:26])=[CH:19][C:18]=1[F:28]. Given the reactants C(OC([NH:8][CH2:9][CH2:10][O:11][C:12]1[CH:13]=[C:14]([CH:29]=[C:30]([O:32][C:33]2[CH:38]=[CH:37][CH:36]=[CH:35][CH:34]=2)[CH:31]=1)[CH2:15][O:16][C:17]1[CH:22]=[CH:21][C:20]([CH2:23][CH2:24][C:25]([OH:27])=[O:26])=[CH:19][C:18]=1[F:28])=O)(C)(C)C.[ClH:39], predict the reaction product. (6) Given the reactants [Br:1][C:2]1[N:6]=[C:5]([Br:7])[N:4]([CH2:8][C:9]([CH3:11])=[CH2:10])[N:3]=1.[BH4-].[Na+].[OH2:14], predict the reaction product. The product is: [Br:1][C:2]1[N:6]=[C:5]([Br:7])[N:4]([CH2:8][C:9]([CH3:11])([OH:14])[CH3:10])[N:3]=1. (7) Given the reactants [C:1]([O:5][C:6](=[O:11])[CH2:7][C:8](=[O:10])[CH3:9])([CH3:4])([CH3:3])[CH3:2].[CH2:12]=[O:13].C(N(CC)CC)C.[O:21]1CCOC[CH2:22]1, predict the reaction product. The product is: [C:1]([O:5][C:6](=[O:11])[C:7]([CH2:12][OH:13])([CH2:22][OH:21])[C:8](=[O:10])[CH3:9])([CH3:4])([CH3:2])[CH3:3].